Dataset: Reaction yield outcomes from USPTO patents with 853,638 reactions. Task: Predict the reaction yield, written as a fraction of the theoretical maximum amount of product (1.0 means a 100% yield; for example, 0.34 means a 34% yield). (1) The reactants are C([O:3][C:4](=[O:39])[CH2:5][N:6]([CH2:32][C:33]1[CH:38]=[CH:37][CH:36]=[CH:35][CH:34]=1)[CH2:7][C:8]1[CH:13]=[CH:12][CH:11]=[C:10]([CH2:14][O:15][C:16]2[CH:21]=[CH:20][C:19]([C:22]3[CH:27]=[C:26]([F:28])[C:25]([F:29])=[CH:24][C:23]=3[O:30][CH3:31])=[CH:18][CH:17]=2)[CH:9]=1)C.[OH-].[Li+].C1COCC1.Cl. The yield is 0.890. The product is [CH2:32]([N:6]([CH2:5][C:4]([OH:39])=[O:3])[CH2:7][C:8]1[CH:13]=[CH:12][CH:11]=[C:10]([CH2:14][O:15][C:16]2[CH:21]=[CH:20][C:19]([C:22]3[CH:27]=[C:26]([F:28])[C:25]([F:29])=[CH:24][C:23]=3[O:30][CH3:31])=[CH:18][CH:17]=2)[CH:9]=1)[C:33]1[CH:34]=[CH:35][CH:36]=[CH:37][CH:38]=1. The catalyst is C(OCC)(=O)C. (2) The reactants are C([O:8][C:9]1[CH:28]=[CH:27][C:12]([CH2:13][C:14]2[CH:18]=[C:17]([C:19]3[C:20]([NH2:26])=[N:21][C:22]([NH2:25])=[CH:23][CH:24]=3)[O:16][N:15]=2)=[CH:11][CH:10]=1)C1C=CC=CC=1.C1(SC)C=CC=CC=1.C(=O)([O-])O.[Na+]. The catalyst is FC(F)(F)C(O)=O. The product is [NH2:26][C:20]1[C:19]([C:17]2[O:16][N:15]=[C:14]([CH2:13][C:12]3[CH:27]=[CH:28][C:9]([OH:8])=[CH:10][CH:11]=3)[CH:18]=2)=[CH:24][CH:23]=[C:22]([NH2:25])[N:21]=1. The yield is 0.950. (3) The reactants are [Cl:1][C:2]1[C:3]([C:16]2[C:21]([F:22])=[CH:20][N:19]=[C:18](F)[CH:17]=2)=[N:4][C:5]([NH:8][CH2:9][CH:10]2[CH2:15][CH2:14][O:13][CH2:12][CH2:11]2)=[CH:6][CH:7]=1.[C@H:24]1([NH2:31])[CH2:29][CH2:28][C@H:27]([NH2:30])[CH2:26][CH2:25]1. The yield is 0.300. The product is [NH2:30][C@H:27]1[CH2:28][CH2:29][C@H:24]([NH:31][C:18]2[CH:17]=[C:16]([C:3]3[C:2]([Cl:1])=[CH:7][CH:6]=[C:5]([NH:8][CH2:9][CH:10]4[CH2:15][CH2:14][O:13][CH2:12][CH2:11]4)[N:4]=3)[C:21]([F:22])=[CH:20][N:19]=2)[CH2:25][CH2:26]1. The catalyst is CS(C)=O. (4) The reactants are [C:1]([CH:5]1[CH2:10][CH2:9][CH:8]([O:11][C:12]2[CH:13]=[C:14]3[C:19](=[CH:20][CH:21]=2)[CH:18]=[C:17]([CH:22]=O)[CH:16]=[CH:15]3)[CH2:7][CH2:6]1)([CH3:4])([CH3:3])[CH3:2].Cl.[C:25]([O:29][C:30](=[O:35])[CH2:31][CH2:32][CH2:33][NH2:34])([CH3:28])([CH3:27])[CH3:26].C(N(CC)CC)C.C(O[BH-](OC(=O)C)OC(=O)C)(=O)C.[Na+]. The catalyst is ClCCCl.ClCCl. The product is [C:25]([O:29][C:30](=[O:35])[CH2:31][CH2:32][CH2:33][NH:34][CH2:22][C:17]1[CH:16]=[CH:15][C:14]2[C:19](=[CH:20][CH:21]=[C:12]([O:11][C@H:8]3[CH2:9][CH2:10][C@H:5]([C:1]([CH3:4])([CH3:3])[CH3:2])[CH2:6][CH2:7]3)[CH:13]=2)[CH:18]=1)([CH3:28])([CH3:26])[CH3:27]. The yield is 0.500. (5) The reactants are [Cl:1][C:2]1[CH:3]=[C:4]([C:8]2[C:17]3[C:12](=[CH:13][CH:14]=[C:15]([C:18]([C:20]4[CH:24]=[CH:23][O:22][CH:21]=4)=[O:19])[CH:16]=3)[NH:11][C:10](=[O:25])[CH:9]=2)[CH:5]=[CH:6][CH:7]=1.[H-].[Na+].I[CH3:29].O. The catalyst is CN(C=O)C. The product is [Cl:1][C:2]1[CH:3]=[C:4]([C:8]2[C:17]3[C:12](=[CH:13][CH:14]=[C:15]([C:18]([C:20]4[CH:24]=[CH:23][O:22][CH:21]=4)=[O:19])[CH:16]=3)[N:11]([CH3:29])[C:10](=[O:25])[CH:9]=2)[CH:5]=[CH:6][CH:7]=1. The yield is 0.0960. (6) The catalyst is CO.[Ni]. The yield is 0.640. The product is [NH2:10][CH2:9][C@@H:5]1[CH2:6][CH2:7][CH2:8][C@H:3]([OH:2])[CH2:4]1. The reactants are N.[OH:2][C@@H:3]1[CH2:8][CH2:7][CH2:6][C@H:5]([C:9]#[N:10])[CH2:4]1.